Dataset: Full USPTO retrosynthesis dataset with 1.9M reactions from patents (1976-2016). Task: Predict the reactants needed to synthesize the given product. (1) Given the product [OH:52][CH2:51][CH2:50][S:49][CH2:48][CH2:47][C@H:46]1[CH2:45][NH:44][CH2:43][C@@H:42]1[OH:41], predict the reactants needed to synthesize it. The reactants are: [H-].[Na+].[Si](O[C@@H]1[C@@H](CCOS(C)(=O)=O)CN(C(OC(C)(C)C)=O)C1)(C(C)(C)C)(C)C.SCCO.[Si]([O:41][C@@H:42]1[C@@H:46]([CH2:47][CH2:48][S:49][CH2:50][CH2:51][OH:52])[CH2:45][N:44](C(OC(C)(C)C)=O)[CH2:43]1)(C(C)(C)C)(C)C.Cl. (2) Given the product [F:1][C:2]1[CH:8]=[C:7]([CH3:9])[C:6]([C:25]2[C:36]([CH3:37])=[N:35][C:28]3[N:29]=[C:30]([S:33][CH3:34])[N:31]=[CH:32][C:27]=3[CH:26]=2)=[CH:5][C:3]=1[NH2:4], predict the reactants needed to synthesize it. The reactants are: [F:1][C:2]1[CH:8]=[C:7]([CH3:9])[C:6](B2OC(C)(C)C(C)(C)O2)=[CH:5][C:3]=1[NH2:4].FC(F)(F)S(O[C:25]1[C:36]([CH3:37])=[N:35][C:28]2[N:29]=[C:30]([S:33][CH3:34])[N:31]=[CH:32][C:27]=2[CH:26]=1)(=O)=O.C([O-])([O-])=O.[K+].[K+].CCOC(C)=O. (3) Given the product [F:24][CH:2]([F:1])[O:3][CH2:4][C@@H:5]([O:7][C:8]1[CH:9]=[C:10]([CH:20]=[C:21]([O:23][C:26]2[CH:31]=[N:30][C:29]([S:32]([CH3:35])(=[O:34])=[O:33])=[CH:28][CH:27]=2)[CH:22]=1)[C:11]([NH:13][C:14]1[CH:18]=[CH:17][N:16]([CH3:19])[N:15]=1)=[O:12])[CH3:6], predict the reactants needed to synthesize it. The reactants are: [F:1][CH:2]([F:24])[O:3][CH2:4][C@@H:5]([O:7][C:8]1[CH:9]=[C:10]([CH:20]=[C:21]([OH:23])[CH:22]=1)[C:11]([NH:13][C:14]1[CH:18]=[CH:17][N:16]([CH3:19])[N:15]=1)=[O:12])[CH3:6].Br[C:26]1[CH:27]=[CH:28][C:29]([S:32]([CH3:35])(=[O:34])=[O:33])=[N:30][CH:31]=1.C(=O)([O-])[O-].[Cs+].[Cs+].C(OCC)(=O)C. (4) Given the product [Cl:1][C:2]1[C:10]2[N:9]=[C:8]([C:11]3[CH:16]=[CH:15][C:14]([CH:17]([CH3:19])[CH3:18])=[CH:13][CH:12]=3)[N:7]([CH2:23][CH2:24][O:25][CH3:26])[C:6]=2[C:5]([O:20][CH3:21])=[CH:4][CH:3]=1, predict the reactants needed to synthesize it. The reactants are: [Cl:1][C:2]1[C:10]2[N:9]=[C:8]([C:11]3[CH:16]=[CH:15][C:14]([CH:17]([CH3:19])[CH3:18])=[CH:13][CH:12]=3)[NH:7][C:6]=2[C:5]([O:20][CH3:21])=[CH:4][CH:3]=1.Br[CH2:23][CH2:24][O:25][CH3:26]. (5) Given the product [O:16]1[CH:17]=[CH:18][C:14]([C:12]2[NH:11][C:7]3=[N:8][CH:9]=[CH:10][C:5]([C:3]([OH:4])=[O:2])=[C:6]3[N:13]=2)=[CH:15]1, predict the reactants needed to synthesize it. The reactants are: C[O:2][C:3]([C:5]1[CH:10]=[CH:9][N:8]=[C:7]2[NH:11][C:12]([C:14]3[CH:18]=[CH:17][O:16][CH:15]=3)=[N:13][C:6]=12)=[O:4].O[Li].O. (6) Given the product [CH2:1]([N:8]1[CH2:9][CH2:10][C:11]([NH:16][C:17]2[CH:22]=[CH:21][CH:20]=[CH:19][CH:18]=2)([C:14]([NH2:15])=[O:24])[CH2:12][CH2:13]1)[C:2]1[CH:3]=[CH:4][CH:5]=[CH:6][CH:7]=1, predict the reactants needed to synthesize it. The reactants are: [CH2:1]([N:8]1[CH2:13][CH2:12][C:11]([NH:16][C:17]2[CH:22]=[CH:21][CH:20]=[CH:19][CH:18]=2)([C:14]#[N:15])[CH2:10][CH2:9]1)[C:2]1[CH:7]=[CH:6][CH:5]=[CH:4][CH:3]=1.S(=O)(=O)(O)[OH:24].[OH-].[Na+]. (7) The reactants are: C([O:8][C:9]1[CH:14]=[CH:13][N:12]2[CH:15]=[N:16][N:17]=[C:11]2[CH:10]=1)C1C=CC=CC=1. Given the product [N:17]1[N:16]=[CH:15][N:12]2[CH:13]=[CH:14][C:9]([OH:8])=[CH:10][C:11]=12, predict the reactants needed to synthesize it. (8) Given the product [C:13]([C:12]1[C:11]([C:15]2[CH:20]=[CH:19][C:18]([Cl:21])=[CH:17][C:16]=2[Cl:22])=[C:10]([C:23]2[NH:27][N:26]=[N:25][CH:24]=2)[S:9][C:8]=1[C:6]1[CH:5]=[CH:4][N:3]=[C:2]([NH:1][C:37](=[O:39])[CH3:38])[CH:7]=1)#[N:14], predict the reactants needed to synthesize it. The reactants are: [NH2:1][C:2]1[CH:7]=[C:6]([C:8]2[S:9][C:10]([C:23]3[NH:27][N:26]=[N:25][CH:24]=3)=[C:11]([C:15]3[CH:20]=[CH:19][C:18]([Cl:21])=[CH:17][C:16]=3[Cl:22])[C:12]=2[C:13]#[N:14])[CH:5]=[CH:4][N:3]=1.C(Cl)Cl.N1C=CC=CC=1.[C:37](OC(=O)C)(=[O:39])[CH3:38].CO.O.C(=O)(O)[O-].[Na+]. (9) Given the product [I:1][C:2]1[C:3]2[O:10][C:9]([CH:11]([OH:12])[CH3:13])=[CH:8][C:4]=2[CH:5]=[N:6][CH:7]=1, predict the reactants needed to synthesize it. The reactants are: [I:1][C:2]1[C:3]2[O:10][C:9]([CH:11]=[O:12])=[CH:8][C:4]=2[CH:5]=[N:6][CH:7]=1.[CH3:13][Mg]Br.[Cl-].[NH4+].